Task: Predict the reaction yield, written as a fraction of the theoretical maximum amount of product (1.0 means a 100% yield; for example, 0.34 means a 34% yield).. Dataset: Reaction yield outcomes from USPTO patents with 853,638 reactions (1) The reactants are [CH2:1]1[C:9]2[C:4](=[CH:5][CH:6]=[CH:7][CH:8]=2)[CH2:3][CH:2]1[NH:10][C:11]1[N:12]=[CH:13][C:14]2[CH2:20][N:19]([C:21]([C:23]3[CH:24]=[N:25][C:26]([C:29]#[C:30][Si](C)(C)C)=[CH:27][CH:28]=3)=[O:22])[CH2:18][CH2:17][C:15]=2[N:16]=1. The catalyst is O1CCCC1. The product is [C:29]([C:26]1[N:25]=[CH:24][C:23]([C:21]([N:19]2[CH2:18][CH2:17][C:15]3[N:16]=[C:11]([NH:10][CH:2]4[CH2:1][C:9]5[C:4](=[CH:5][CH:6]=[CH:7][CH:8]=5)[CH2:3]4)[N:12]=[CH:13][C:14]=3[CH2:20]2)=[O:22])=[CH:28][CH:27]=1)#[CH:30]. The yield is 0.610. (2) The reactants are [Cl:1][C:2]1[CH:3]=[C:4]([C:9]23[CH2:14][CH:13]2[CH:12]([OH:15])[CH2:11][CH2:10]3)[CH:5]=[CH:6][C:7]=1[Cl:8].N1C=CC=CC=1.CC(OI1(OC(C)=O)(OC(C)=O)OC(=O)C2C=CC=CC1=2)=O. The catalyst is C(Cl)Cl.O. The product is [Cl:1][C:2]1[CH:3]=[C:4]([C:9]23[CH2:14][CH:13]2[C:12](=[O:15])[CH2:11][CH2:10]3)[CH:5]=[CH:6][C:7]=1[Cl:8]. The yield is 0.440. (3) The reactants are [C:1]([NH:8][C@@H:9]([C:14]([OH:16])=O)[C:10]([CH3:13])([CH3:12])[CH3:11])([O:3][C:4]([CH3:7])([CH3:6])[CH3:5])=[O:2].C1C=CC2N(O)N=NC=2C=1.CCN=C=NCCCN(C)C.[CH3:38][C:39]1[N:43]2[C:44](=[O:55])[N:45]([CH2:47][CH2:48][CH:49]3[CH2:54][CH2:53][NH:52][CH2:51][CH2:50]3)[CH2:46][C:42]2=[CH:41][N:40]=1. The catalyst is C(Cl)Cl.C(N(CC)CC)C. The product is [CH3:13][C:10]([CH3:11])([CH3:12])[C@@H:9]([NH:8][C:1](=[O:2])[O:3][C:4]([CH3:5])([CH3:6])[CH3:7])[C:14]([N:52]1[CH2:53][CH2:54][CH:49]([CH2:48][CH2:47][N:45]2[CH2:46][C:42]3=[CH:41][N:40]=[C:39]([CH3:38])[N:43]3[C:44]2=[O:55])[CH2:50][CH2:51]1)=[O:16]. The yield is 0.690. (4) The reactants are [H-].[Na+].[NH:3]1[CH:7]=[C:6]([C:8]([O:10][CH3:11])=[O:9])[N:5]=[CH:4]1.Cl[CH2:13][O:14][CH2:15][CH2:16][Si:17]([CH3:20])([CH3:19])[CH3:18]. The catalyst is CN(C=O)C. The product is [CH3:18][Si:17]([CH3:20])([CH3:19])[CH2:16][CH2:15][O:14][CH2:13][N:3]1[CH:7]=[C:6]([C:8]([O:10][CH3:11])=[O:9])[N:5]=[CH:4]1. The yield is 0.730.